Dataset: Forward reaction prediction with 1.9M reactions from USPTO patents (1976-2016). Task: Predict the product of the given reaction. (1) Given the reactants N#N.[N+:3]([C:6]1[CH:7]=[N:8][NH:9][CH:10]=1)([O-:5])=[O:4].C([O-])([O-])=O.[Cs+].[Cs+].Br[CH2:18][CH2:19][CH2:20][CH2:21][C:22]1([CH3:27])[O:26][CH2:25][CH2:24][O:23]1, predict the reaction product. The product is: [CH3:27][C:22]1([CH2:21][CH2:20][CH2:19][CH2:18][N:8]2[CH:7]=[C:6]([N+:3]([O-:5])=[O:4])[CH:10]=[N:9]2)[O:26][CH2:25][CH2:24][O:23]1. (2) Given the reactants CN(C=O)C.[OH:6][C:7]1[CH:12]=[CH:11][C:10](B(O)O)=[CH:9][CH:8]=1.I[C:17]1[C:18]([C:23]([O:25][CH2:26][CH3:27])=[O:24])=[N:19][O:20][C:21]=1[CH3:22].C(=O)(O)[O-].[Na+], predict the reaction product. The product is: [OH:6][C:7]1[CH:12]=[CH:11][C:10]([C:17]2[C:18]([C:23]([O:25][CH2:26][CH3:27])=[O:24])=[N:19][O:20][C:21]=2[CH3:22])=[CH:9][CH:8]=1. (3) Given the reactants C(OC([N:8]1[CH2:12][CH2:11][C@@H:10]([NH:13][C:14]2[C:15]3[C:30]([O:31][CH3:32])=[CH:29][N:28]=[CH:27][C:16]=3[N:17]=[C:18]([C:20]3[CH:25]=[CH:24][N:23]=[C:22](Cl)[CH:21]=3)[N:19]=2)[CH2:9]1)=O)(C)(C)C.[NH2:33][C:34]1[CH:35]=[N:36][CH:37]=[CH:38][CH:39]=1, predict the reaction product. The product is: [CH3:32][O:31][C:30]1[C:15]2[C:14]([NH:13][C@@H:10]3[CH2:11][CH2:12][NH:8][CH2:9]3)=[N:19][C:18]([C:20]3[CH:25]=[CH:24][N:23]=[C:22]([NH:33][C:34]4[CH:35]=[N:36][CH:37]=[CH:38][CH:39]=4)[CH:21]=3)=[N:17][C:16]=2[CH:27]=[N:28][CH:29]=1. (4) Given the reactants [F:1][C:2]1[CH:17]=[CH:16][C:5]([O:6][C:7]2[S:11][C:10]3=[N:12][CH:13]=[C:14](I)[N:9]3[N:8]=2)=[CH:4][CH:3]=1.[CH3:18][N:19]([C:21]1[CH:22]=[C:23](B(O)O)[CH:24]=[CH:25][CH:26]=1)[CH3:20].C(=O)([O-])[O-].[Cs+].[Cs+].O, predict the reaction product. The product is: [F:1][C:2]1[CH:17]=[CH:16][C:5]([O:6][C:7]2[S:11][C:10]3=[N:12][CH:13]=[C:14]([C:25]4[CH:26]=[C:21]([N:19]([CH3:20])[CH3:18])[CH:22]=[CH:23][CH:24]=4)[N:9]3[N:8]=2)=[CH:4][CH:3]=1. (5) Given the reactants Br[C:2]1[CH:7]=[CH:6][CH:5]=[C:4]([CH2:8][CH3:9])[CH:3]=1.C(=O)([O-])[O-].[Cs+].[Cs+].[CH2:16]([O:19][CH:20]1[CH2:25][CH2:24][CH2:23][CH2:22][O:21]1)[C:17]#[CH:18].C1(P(C2CCCCC2)C2C=CC=CC=2C2C(C(C)C)=CC(C(C)C)=CC=2C(C)C)CCCCC1, predict the reaction product. The product is: [CH2:8]([C:4]1[CH:3]=[C:2]([C:18]#[C:17][CH2:16][O:19][CH:20]2[CH2:25][CH2:24][CH2:23][CH2:22][O:21]2)[CH:7]=[CH:6][CH:5]=1)[CH3:9]. (6) Given the reactants Br[C:2]1[C:7]([O:8][CH3:9])=[CH:6][N:5]([CH:10]([CH3:27])[C:11]([NH:13][C:14]2[CH:26]=[CH:25][C:17]([C:18]([O:20][C:21]([CH3:24])([CH3:23])[CH3:22])=[O:19])=[CH:16][CH:15]=2)=[O:12])[C:4](=[O:28])[CH:3]=1.[Cl:29][C:30]1[CH:31]=[CH:32][C:33]([C:39]([F:42])([F:41])[F:40])=[C:34](B(O)O)[CH:35]=1.C(=O)([O-])[O-].[K+].[K+], predict the reaction product. The product is: [Cl:29][C:30]1[CH:31]=[CH:32][C:33]([C:39]([F:40])([F:41])[F:42])=[C:34]([C:2]2[C:7]([O:8][CH3:9])=[CH:6][N:5]([CH:10]([CH3:27])[C:11]([NH:13][C:14]3[CH:26]=[CH:25][C:17]([C:18]([O:20][C:21]([CH3:24])([CH3:23])[CH3:22])=[O:19])=[CH:16][CH:15]=3)=[O:12])[C:4](=[O:28])[CH:3]=2)[CH:35]=1. (7) Given the reactants C([O:5][C:6]([C:8]1([CH:11]2[CH2:16][CH2:15][N:14]([C:17](=[O:19])[CH3:18])[CH2:13][CH2:12]2)[CH2:10][CH2:9]1)=[O:7])(C)(C)C.C([SiH](CC)CC)C.FC(F)(F)C(O)=O, predict the reaction product. The product is: [C:17]([N:14]1[CH2:15][CH2:16][CH:11]([C:8]2([C:6]([OH:7])=[O:5])[CH2:10][CH2:9]2)[CH2:12][CH2:13]1)(=[O:19])[CH3:18]. (8) The product is: [OH:34][CH2:33][C@@H:30]1[O:29][C:28]([C:26]2[NH:27][C:23]([C:8]3[CH:7]=[C:6]([CH:11]=[C:10]([O:12][C:13]4[CH:14]=[N:15][C:16]([S:19]([CH3:22])(=[O:20])=[O:21])=[CH:17][CH:18]=4)[CH:9]=3)[O:5][C@@H:4]([CH3:35])[CH2:3][OH:2])=[CH:24][CH:25]=2)=[N:32][CH2:31]1. Given the reactants C[O:2][CH2:3][C@H:4]([CH3:35])[O:5][C:6]1[CH:7]=[C:8]([C:23]2[NH:27][C:26]([C:28]3[O:29][C@@H:30]([CH2:33][OH:34])[CH2:31][N:32]=3)=[CH:25][CH:24]=2)[CH:9]=[C:10]([O:12][C:13]2[CH:14]=[N:15][C:16]([S:19]([CH3:22])(=[O:21])=[O:20])=[CH:17][CH:18]=2)[CH:11]=1.B(Br)(Br)Br.[OH-].[Na+], predict the reaction product.